This data is from NCI-60 drug combinations with 297,098 pairs across 59 cell lines. The task is: Regression. Given two drug SMILES strings and cell line genomic features, predict the synergy score measuring deviation from expected non-interaction effect. (1) Drug 1: CC1OCC2C(O1)C(C(C(O2)OC3C4COC(=O)C4C(C5=CC6=C(C=C35)OCO6)C7=CC(=C(C(=C7)OC)O)OC)O)O. Drug 2: C1CN1P(=S)(N2CC2)N3CC3. Cell line: COLO 205. Synergy scores: CSS=67.7, Synergy_ZIP=3.72, Synergy_Bliss=4.00, Synergy_Loewe=-4.48, Synergy_HSA=6.95. (2) Drug 1: CC1CCC2CC(C(=CC=CC=CC(CC(C(=O)C(C(C(=CC(C(=O)CC(OC(=O)C3CCCCN3C(=O)C(=O)C1(O2)O)C(C)CC4CCC(C(C4)OC)O)C)C)O)OC)C)C)C)OC. Drug 2: C(CC(=O)O)C(=O)CN.Cl. Cell line: PC-3. Synergy scores: CSS=23.3, Synergy_ZIP=-9.80, Synergy_Bliss=-1.11, Synergy_Loewe=-16.8, Synergy_HSA=-0.722. (3) Synergy scores: CSS=39.4, Synergy_ZIP=-7.02, Synergy_Bliss=-7.61, Synergy_Loewe=-24.8, Synergy_HSA=-4.84. Drug 1: COC1=CC(=CC(=C1O)OC)C2C3C(COC3=O)C(C4=CC5=C(C=C24)OCO5)OC6C(C(C7C(O6)COC(O7)C8=CC=CS8)O)O. Drug 2: C1=NC2=C(N1)C(=S)N=CN2. Cell line: SN12C. (4) Cell line: U251. Drug 2: COCCOC1=C(C=C2C(=C1)C(=NC=N2)NC3=CC=CC(=C3)C#C)OCCOC.Cl. Synergy scores: CSS=37.7, Synergy_ZIP=1.18, Synergy_Bliss=3.44, Synergy_Loewe=3.61, Synergy_HSA=3.38. Drug 1: C1=NC(=NC(=O)N1C2C(C(C(O2)CO)O)O)N. (5) Drug 1: CC1=C(C(=CC=C1)Cl)NC(=O)C2=CN=C(S2)NC3=CC(=NC(=N3)C)N4CCN(CC4)CCO. Drug 2: CC1C(C(CC(O1)OC2CC(OC(C2O)C)OC3=CC4=CC5=C(C(=O)C(C(C5)C(C(=O)C(C(C)O)O)OC)OC6CC(C(C(O6)C)O)OC7CC(C(C(O7)C)O)OC8CC(C(C(O8)C)O)(C)O)C(=C4C(=C3C)O)O)O)O. Cell line: IGROV1. Synergy scores: CSS=63.7, Synergy_ZIP=-1.09, Synergy_Bliss=0.289, Synergy_Loewe=-3.86, Synergy_HSA=2.43.